Predict which catalyst facilitates the given reaction. From a dataset of Catalyst prediction with 721,799 reactions and 888 catalyst types from USPTO. (1) Reactant: [C:1]([O:5][C:6]([NH:8][C@H:9]([C:14]1[CH:19]=[CH:18][C:17]([OH:20])=[CH:16][CH:15]=1)[C:10]([O:12][CH3:13])=[O:11])=[O:7])([CH3:4])([CH3:3])[CH3:2].[CH3:21][C@@H:22]([CH2:25][CH3:26])[CH2:23]O.C1(P(C2C=CC=CC=2)C2C=CC=CC=2)C=CC=CC=1.CC(OC(/N=N/C(OC(C)C)=O)=O)C. Product: [C:1]([O:5][C:6]([NH:8][C@H:9]([C:14]1[CH:19]=[CH:18][C:17]([O:20][CH2:21][C@@H:22]([CH3:23])[CH2:25][CH3:26])=[CH:16][CH:15]=1)[C:10]([O:12][CH3:13])=[O:11])=[O:7])([CH3:4])([CH3:2])[CH3:3]. The catalyst class is: 7. (2) Reactant: FC(F)(F)S(O[CH2:7][C:8]([F:11])([F:10])[F:9])(=O)=O.[NH2:14][CH2:15][C@@H:16]1[C@H:20]2[O:21][C:22]([CH3:25])([CH3:24])[O:23][C@H:19]2[C@H:18]([N:26]2[CH:34]=[N:33][C:32]3[C:27]2=[N:28][CH:29]=[N:30][C:31]=3[NH2:35])[O:17]1. Product: [CH3:24][C:22]1([CH3:25])[O:21][C@@H:20]2[C@@H:16]([CH2:15][NH:14][CH2:7][C:8]([F:11])([F:10])[F:9])[O:17][C@@H:18]([N:26]3[CH:34]=[N:33][C:32]4[C:27]3=[N:28][CH:29]=[N:30][C:31]=4[NH2:35])[C@@H:19]2[O:23]1. The catalyst class is: 1. (3) Reactant: Cl[C:2]1[C:3]([CH:8]2[CH2:11][N:10]([C:12]([O:14][C:15]([CH3:18])([CH3:17])[CH3:16])=[O:13])[CH2:9]2)=[N:4][CH:5]=[CH:6][N:7]=1.[CH3:19][O:20][C:21]1[CH:22]=[C:23](B(O)O)[CH:24]=[CH:25][CH:26]=1.[O-]P([O-])([O-])=O.[K+].[K+].[K+].O. Product: [C:15]([O:14][C:12]([N:10]1[CH2:11][CH:8]([C:3]2[C:2]([C:25]3[CH:24]=[CH:23][CH:22]=[C:21]([O:20][CH3:19])[CH:26]=3)=[N:7][CH:6]=[CH:5][N:4]=2)[CH2:9]1)=[O:13])([CH3:18])([CH3:17])[CH3:16]. The catalyst class is: 75. (4) The catalyst class is: 37. Product: [Cl:1][C:2]1[N:3]=[N:4][CH:5]=[C:6]([N:23]2[CH2:24][CH2:25][N:20]([CH3:19])[CH2:21][CH2:22]2)[C:7]=1[Cl:8]. Reactant: [Cl:1][C:2]1[N:3]=[N:4][CH:5]=[C:6](Cl)[C:7]=1[Cl:8].CCN(C(C)C)C(C)C.[CH3:19][N:20]1[CH2:25][CH2:24][NH:23][CH2:22][CH2:21]1. (5) Reactant: [NH2:1][C@@H:2]([CH2:5][C:6]1[CH:11]=[CH:10][C:9]([O:12][C:13]2[CH:18]=[CH:17][CH:16]=[CH:15][N:14]=2)=[CH:8][CH:7]=1)[CH2:3][OH:4].[CH:19](=O)[C:20]1[CH:25]=[CH:24][CH:23]=[CH:22][CH:21]=1.C(O[BH-](OC(=O)C)OC(=O)C)(=O)C.[Na+].C(=O)(O)[O-].[Na+]. Product: [CH2:19]([NH:1][C@@H:2]([CH2:5][C:6]1[CH:11]=[CH:10][C:9]([O:12][C:13]2[CH:18]=[CH:17][CH:16]=[CH:15][N:14]=2)=[CH:8][CH:7]=1)[CH2:3][OH:4])[C:20]1[CH:25]=[CH:24][CH:23]=[CH:22][CH:21]=1. The catalyst class is: 676. (6) Reactant: [CH3:1][O:2][C:3](=[O:19])[CH2:4][NH:5][CH2:6][C:7](=[O:18])[C:8]1[CH:13]=[CH:12][CH:11]=[C:10]([N+:14]([O-])=O)[C:9]=1[OH:17].[H][H]. Product: [CH3:1][O:2][C:3](=[O:19])[CH2:4][NH:5][CH2:6][C:7](=[O:18])[C:8]1[CH:13]=[CH:12][CH:11]=[C:10]([NH2:14])[C:9]=1[OH:17]. The catalyst class is: 19. (7) Reactant: [NH2:1][CH:2]([C:17]12[CH2:24][CH2:23][C:20]([NH:25][C:26](=[O:32])[O:27][C:28]([CH3:31])([CH3:30])[CH3:29])([CH2:21][CH2:22]1)[CH2:19][O:18]2)[CH2:3][C:4]1[C:13]2[C:8](=[CH:9][CH:10]=[C:11]([O:14][CH3:15])[N:12]=2)[N:7]=[CH:6][C:5]=1[F:16].[C:33](=O)([O-])O.[Na+].Cl[C:39]([O:41][CH2:42][C:43]1[CH:48]=[CH:47][CH:46]=[CH:45][CH:44]=1)=[O:40]. Product: [C:26]([O-:27])(=[O:32])[CH3:33].[CH2:42]([O:41][C:39]([NH:1][CH:2]([C:17]12[CH2:24][CH2:23][C:20]([NH:25][C:26](=[O:32])[O:27][C:28]([CH3:29])([CH3:31])[CH3:30])([CH2:21][CH2:22]1)[CH2:19][O:18]2)[CH2:3][C:4]1[C:13]2[C:8](=[CH:9][CH:10]=[C:11]([O:14][CH3:15])[N:12]=2)[N:7]=[CH:6][C:5]=1[F:16])=[O:40])[C:43]1[CH:48]=[CH:47][CH:46]=[CH:45][CH:44]=1. The catalyst class is: 13.